This data is from CYP2C9 inhibition data for predicting drug metabolism from PubChem BioAssay. The task is: Regression/Classification. Given a drug SMILES string, predict its absorption, distribution, metabolism, or excretion properties. Task type varies by dataset: regression for continuous measurements (e.g., permeability, clearance, half-life) or binary classification for categorical outcomes (e.g., BBB penetration, CYP inhibition). Dataset: cyp2c9_veith. (1) The compound is O=C(O)c1ccncc1.O=C(O)c1ccncc1.[NH2-].[NH2-].[Pt]. The result is 0 (non-inhibitor). (2) The molecule is COC(=O)CCCC(=O)O. The result is 0 (non-inhibitor).